This data is from Catalyst prediction with 721,799 reactions and 888 catalyst types from USPTO. The task is: Predict which catalyst facilitates the given reaction. (1) Reactant: [C:1](#[N:3])[CH3:2].C([Li])CCC.[CH3:9][O:10][C:11]1[CH:20]=[C:19]([CH3:21])[CH:18]=[CH:17][C:12]=1[C:13](OC)=[O:14].Cl. Product: [CH3:9][O:10][C:11]1[CH:20]=[C:19]([CH3:21])[CH:18]=[CH:17][C:12]=1[C:13](=[O:14])[CH2:2][C:1]#[N:3]. The catalyst class is: 1. (2) Reactant: Cl[C:2]1[C:3]2[C:4](=[CH:13][N:14](CC3C=CC(OC)=CC=3)[N:15]=2)[N:5]=[C:6]([C:8]2[S:9][CH:10]=[CH:11][CH:12]=2)[N:7]=1.[C:25]([N:29]1[CH2:34][CH2:33][N:32]([C:35]2[CH:41]=[CH:40][C:38]([NH2:39])=[CH:37][CH:36]=2)[CH2:31][CH2:30]1)([CH3:28])([CH3:27])[CH3:26].Cl. Product: [C:25]([N:29]1[CH2:34][CH2:33][N:32]([C:35]2[CH:36]=[CH:37][C:38]([NH:39][C:2]3[C:3]4[NH:15][N:14]=[CH:13][C:4]=4[N:5]=[C:6]([C:8]4[S:9][CH:10]=[CH:11][CH:12]=4)[N:7]=3)=[CH:40][CH:41]=2)[CH2:31][CH2:30]1)([CH3:28])([CH3:26])[CH3:27]. The catalyst class is: 71. (3) Reactant: Br[C:2]1[CH:3]=[C:4]([NH:10][C:11]2[N:12]=[CH:13][N:14]([CH3:16])[CH:15]=2)[C:5](=[O:9])[N:6]([CH3:8])[CH:7]=1.[C:17]([O:20][CH2:21][C:22]1[C:23]([N:31]2[CH2:42][CH2:41][N:40]3[C:33](=[CH:34][C:35]4[CH2:36][C:37]([CH3:44])([CH3:43])[CH2:38][C:39]=43)[C:32]2=[O:45])=[N:24][CH:25]=[CH:26][C:27]=1B(O)O)(=[O:19])[CH3:18].[O-]P([O-])([O-])=O.[K+].[K+].[K+].C([O-])(=O)C.[Na+]. Product: [C:17]([O:20][CH2:21][C:22]1[C:23]([N:31]2[CH2:42][CH2:41][N:40]3[C:33](=[CH:34][C:35]4[CH2:36][C:37]([CH3:44])([CH3:43])[CH2:38][C:39]=43)[C:32]2=[O:45])=[N:24][CH:25]=[CH:26][C:27]=1[C:2]1[CH:3]=[C:4]([NH:10][C:11]2[N:12]=[CH:13][N:14]([CH3:16])[CH:15]=2)[C:5](=[O:9])[N:6]([CH3:8])[CH:7]=1)(=[O:19])[CH3:18]. The catalyst class is: 543. (4) Reactant: [F:1][C:2]1[CH:3]=[C:4]([C:8]2[C@:9]3([CH2:25][CH2:24][C@H:23]4[C@@H:14]([CH2:15][CH2:16][C:17]5[CH:18]=[C:19]([CH2:26][CH2:27][C:28]([O:30]CC)=[O:29])[CH:20]=[CH:21][C:22]=54)[C@@H:11]3[CH2:12][CH:13]=2)[CH3:10])[CH:5]=[N:6][CH:7]=1.C1COCC1.[OH-].[Na+].C(O)(=O)CC(CC(O)=O)(C(O)=O)O. Product: [F:1][C:2]1[CH:3]=[C:4]([C:8]2[C@:9]3([CH2:25][CH2:24][C@H:23]4[C@@H:14]([CH2:15][CH2:16][C:17]5[CH:18]=[C:19]([CH2:26][CH2:27][C:28]([OH:30])=[O:29])[CH:20]=[CH:21][C:22]=54)[C@@H:11]3[CH2:12][CH:13]=2)[CH3:10])[CH:5]=[N:6][CH:7]=1. The catalyst class is: 97. (5) Reactant: [CH2:1]([O:3][C:4]([C:6]1[C:7]([OH:25])=[C:8]2[C:14]([Br:15])=[C:13]([Br:16])[N:12]([CH2:17][C:18]3[CH:23]=[CH:22][CH:21]=[CH:20][C:19]=3[F:24])[C:9]2=[CH:10][N:11]=1)=[O:5])[CH3:2].C1C(=O)N([Br:33])C(=O)C1.C(OOC(C1C=CC=CC=1)=O)(C1C=CC=CC=1)=O. Product: [CH2:1]([O:3][C:4]([C:6]1[C:7]([OH:25])=[C:8]2[C:14]([Br:15])=[C:13]([Br:16])[N:12]([CH2:17][C:18]3[CH:23]=[CH:22][CH:21]=[CH:20][C:19]=3[F:24])[C:9]2=[C:10]([Br:33])[N:11]=1)=[O:5])[CH3:2]. The catalyst class is: 53. (6) Reactant: [Br:1][C:2]1[C:7]([OH:8])=[C:6]([O:9][CH3:10])[C:5]([O:11][CH:12]([F:14])[F:13])=[CH:4][CH:3]=1.C(=O)([O-])[O-].[K+].[K+].Br[CH2:22][C:23]([O:25][CH2:26][CH3:27])=[O:24]. Product: [Br:1][C:2]1[C:7]([O:8][CH2:22][C:23]([O:25][CH2:26][CH3:27])=[O:24])=[C:6]([O:9][CH3:10])[C:5]([O:11][CH:12]([F:13])[F:14])=[CH:4][CH:3]=1. The catalyst class is: 10. (7) Reactant: [C:1]([O:10]C)(=O)[C:2]1[C:3](=[CH:5][CH:6]=[CH:7][CH:8]=1)[SH:4].[C:12]([C:14]1[CH:19]=[CH:18][CH:17]=[CH:16][N:15]=1)#[N:13].C(N(CC)CC)C. Product: [N:15]1[CH:16]=[CH:17][CH:18]=[CH:19][C:14]=1[C:12]1[S:4][C:3]2[CH:5]=[CH:6][CH:7]=[CH:8][C:2]=2[C:1](=[O:10])[N:13]=1. The catalyst class is: 11.